This data is from Full USPTO retrosynthesis dataset with 1.9M reactions from patents (1976-2016). The task is: Predict the reactants needed to synthesize the given product. (1) The reactants are: [CH2:1]([O:3][CH:4]([CH2:11][C:12]1[CH:17]=[CH:16][C:15]([OH:18])=[CH:14][CH:13]=1)[C:5]([O:7][CH:8]([CH3:10])[CH3:9])=[O:6])[CH3:2].C(#N)C. Given the product [CH2:1]([O:3][C@@H:4]([CH2:11][C:12]1[CH:13]=[CH:14][C:15]([OH:18])=[CH:16][CH:17]=1)[C:5]([OH:7])=[O:6])[CH3:2].[CH2:1]([O:3][C@H:4]([CH2:11][C:12]1[CH:17]=[CH:16][C:15]([OH:18])=[CH:14][CH:13]=1)[C:5]([O:7][CH:8]([CH3:10])[CH3:9])=[O:6])[CH3:2], predict the reactants needed to synthesize it. (2) Given the product [F:33][C:19]1[CH:20]=[C:21]2[C:16](=[CH:17][CH:18]=1)[N:15]([CH2:22][C:23]([O:25][CH3:26])=[O:24])[C:14]([CH3:27])=[C:13]2[CH2:12][C:7]1[CH:8]=[CH:9][C:10](=[O:11])[N:5]([CH2:4][C:3]2[CH:28]=[CH:29][CH:30]=[CH:31][C:2]=2[F:1])[CH:6]=1, predict the reactants needed to synthesize it. The reactants are: [F:1][C:2]1[CH:31]=[C:30](F)[CH:29]=[CH:28][C:3]=1[CH2:4][N:5]1[C:10](=[O:11])[CH:9]=[CH:8][C:7]([CH2:12][C:13]2[C:21]3[C:16](=[CH:17][CH:18]=[CH:19][CH:20]=3)[N:15]([CH2:22][C:23]([O:25][CH3:26])=[O:24])[C:14]=2[CH3:27])=[CH:6]1.[F:33]C1C=C2C(=CC=1)N(CC(OC)=O)C(C)=C2CC1C=CC(=O)NC=1.C(=O)([O-])[O-].[K+].[K+].FC1C=CC=CC=1CBr.